From a dataset of Forward reaction prediction with 1.9M reactions from USPTO patents (1976-2016). Predict the product of the given reaction. (1) Given the reactants [Br:1][C:2]1[CH:3]=[C:4]([N+:20]([O-:22])=[O:21])[C:5]([C:8]2[CH:13]=[CH:12][C:11](CC(OCC)=O)=[CH:10][CH:9]=2)=[N:6][CH:7]=1.CC1(C)C(C)(C)OB(C2C=CC=[C:33]([S:37](C)(=[O:39])=[O:38])C=2)O1.BrC1C([N+]([O-])=O)=CC(Br)=CN=1, predict the reaction product. The product is: [Br:1][C:2]1[CH:3]=[C:4]([N+:20]([O-:22])=[O:21])[C:5]([C:8]2[CH:13]=[CH:12][CH:11]=[CH:10][C:9]=2[S:37]([CH3:33])(=[O:39])=[O:38])=[N:6][CH:7]=1. (2) Given the reactants [CH3:1][N:2]([CH2:7][C:8]1[O:9][C:10]2[CH:17]=[CH:16][CH:15]=[CH:14][C:11]=2[C:12]=1[CH3:13])[C:3](=[O:6])[CH:4]=[CH2:5].C(N(C(C)C)CC)(C)C.Br[C:28]1[CH:37]=[N:36][C:35]2[NH:34][C:33](=[O:38])[C:32]([CH3:40])([CH3:39])[O:31][C:30]=2[CH:29]=1.CC1C=CC=CC=1P(C1C=CC=CC=1C)C1C=CC=CC=1C, predict the reaction product. The product is: [CH3:39][C:32]1([CH3:40])[O:31][C:30]2[CH:29]=[C:28](/[CH:5]=[CH:4]/[C:3]([N:2]([CH3:1])[CH2:7][C:8]3[O:9][C:10]4[CH:17]=[CH:16][CH:15]=[CH:14][C:11]=4[C:12]=3[CH3:13])=[O:6])[CH:37]=[N:36][C:35]=2[NH:34][C:33]1=[O:38]. (3) The product is: [CH:13](=[N:5][CH2:4][CH2:3][CH2:2][Br:1])[C:14]1[CH:19]=[CH:18][CH:17]=[CH:16][CH:15]=1. Given the reactants [Br:1][CH2:2][CH2:3][CH2:4][NH2:5].C(N(CC)CC)C.[CH:13](=O)[C:14]1[CH:19]=[CH:18][CH:17]=[CH:16][CH:15]=1.S([O-])([O-])(=O)=O.[Mg+2], predict the reaction product. (4) The product is: [F:17][C:14]([F:15])([F:16])[O:13][CH2:12][CH:9]1[O:10][C:11]2[CH:2]=[CH:3][C:4]([C:19]([O:21][CH3:22])=[O:20])=[CH:5][C:6]=2[O:7][CH2:8]1. Given the reactants Br[C:2]1[C:11]2[O:10][CH:9]([CH2:12][O:13][C:14]([F:17])([F:16])[F:15])[CH2:8][O:7][C:6]=2[C:5](Br)=[C:4]([C:19]([O:21][CH3:22])=[O:20])[C:3]=1Br.C([O-])=O.[NH4+], predict the reaction product. (5) Given the reactants Br[C:2]1[CH:22]=[N:21][C:5]2[NH:6][C:7](=[O:20])[CH2:8][N:9]([CH2:10][C:11]3[C:16]([F:17])=[CH:15][CH:14]=[C:13]([F:18])[C:12]=3[Cl:19])[C:4]=2[CH:3]=1.[CH3:23][N:24]1[CH2:29][CH2:28][N:27]([C:30]2[CH:35]=[CH:34][C:33](B3OC(C)(C)C(C)(C)O3)=[CH:32][N:31]=2)[CH2:26][CH2:25]1.C([O-])(=O)C.C1(P(C2C=CC=CC=2)C2C=CC=CC=2)C=CC=CC=1, predict the reaction product. The product is: [Cl:19][C:12]1[C:13]([F:18])=[CH:14][CH:15]=[C:16]([F:17])[C:11]=1[CH2:10][N:9]1[CH2:8][C:7](=[O:20])[NH:6][C:5]2[N:21]=[CH:22][C:2]([C:33]3[CH:32]=[N:31][C:30]([N:27]4[CH2:26][CH2:25][N:24]([CH3:23])[CH2:29][CH2:28]4)=[CH:35][CH:34]=3)=[CH:3][C:4]1=2. (6) Given the reactants [Br:1][C:2]1[CH:3]=[C:4]([CH:28]=[CH:29][CH:30]=1)[CH2:5][NH:6][C:7]1[CH:12]=[CH:11][C:10]([O:13][CH2:14][C:15]2[CH:24]=[CH:23][C:22]3[C:17](=[CH:18][CH:19]=[CH:20][CH:21]=3)[N:16]=2)=[CH:9][C:8]=1[N+:25]([O-])=O.CCN(C(C)C)C(C)C, predict the reaction product. The product is: [Br:1][C:2]1[CH:3]=[C:4]([CH:28]=[CH:29][CH:30]=1)[CH2:5][NH:6][C:7]1[C:8]([NH2:25])=[CH:9][C:10]([O:13][CH2:14][C:15]2[CH:24]=[CH:23][C:22]3[C:17](=[CH:18][CH:19]=[CH:20][CH:21]=3)[N:16]=2)=[CH:11][CH:12]=1. (7) Given the reactants [OH:1][C:2]1[CH:7]=[CH:6][C:5]([N:8]2[C:16]3[C:11](=[CH:12][CH:13]=[CH:14][CH:15]=3)[C:10]([CH:17]=O)=[C:9]2[C:19]2[N:20]([CH3:24])[CH:21]=[N:22][CH:23]=2)=[CH:4][CH:3]=1.Cl.[NH2:26][OH:27].N1C=CC=CC=1, predict the reaction product. The product is: [OH:1][C:2]1[CH:7]=[CH:6][C:5]([N:8]2[C:16]3[C:11](=[CH:12][CH:13]=[CH:14][CH:15]=3)[C:10]([CH:17]=[N:26][OH:27])=[C:9]2[C:19]2[N:20]([CH3:24])[CH:21]=[N:22][CH:23]=2)=[CH:4][CH:3]=1. (8) The product is: [C:1]([C:5]1[CH:10]=[CH:9][C:8]([C:11]#[CH:12])=[C:7]([N+:17]([O-:19])=[O:18])[CH:6]=1)([CH3:4])([CH3:2])[CH3:3]. Given the reactants [C:1]([C:5]1[CH:10]=[CH:9][C:8]([C:11]#[C:12][Si](C)(C)C)=[C:7]([N+:17]([O-:19])=[O:18])[CH:6]=1)([CH3:4])([CH3:3])[CH3:2].C(=O)([O-])[O-].[K+].[K+], predict the reaction product. (9) Given the reactants [F:1][C:2]1[CH:7]=[CH:6][CH:5]=[CH:4][C:3]=1[C:8]1[C:17]2[C:12](=[CH:13][CH:14]=[CH:15][CH:16]=2)[CH:11]=[C:10](C(O)=O)[N:9]=1.CNC(C)C.C(N=C=NCCCN(C)C)C.[OH:37]C1C2N=NNC=2C=CC=1.[CH:47]([N:50]([CH2:54]C)[CH:51](C)C)([CH3:49])[CH3:48], predict the reaction product. The product is: [F:1][C:2]1[CH:7]=[CH:6][CH:5]=[CH:4][C:3]=1[C:8]1([C:54]([N:50]([CH3:51])[CH:47]([CH3:49])[CH3:48])=[O:37])[C:17]2[C:12](=[CH:13][CH:14]=[CH:15][CH:16]=2)[CH:11]=[CH:10][NH:9]1.